Predict which catalyst facilitates the given reaction. From a dataset of Catalyst prediction with 721,799 reactions and 888 catalyst types from USPTO. (1) Reactant: Cl[CH2:2][CH2:3][C:4]1[C:9](=[O:10])[N:8]2[CH2:11][CH2:12][CH2:13][CH:14]([O:15]C(=O)C)[C:7]2=[N:6][C:5]=1[CH3:19].Cl.[F:21][C:22]1[CH:36]=[CH:35][C:25]2[C:26]([CH:29]3[CH2:34][CH2:33][NH:32][CH2:31][CH2:30]3)=[N:27][O:28][C:24]=2[CH:23]=1.CO.CC(NC(C)C)C. Product: [F:21][C:22]1[CH:36]=[CH:35][C:25]2[C:26]([CH:29]3[CH2:30][CH2:31][N:32]([CH2:2][CH2:3][C:4]4[C:9](=[O:10])[N:8]5[CH2:11][CH2:12][CH2:13][CH:14]([OH:15])[C:7]5=[N:6][C:5]=4[CH3:19])[CH2:33][CH2:34]3)=[N:27][O:28][C:24]=2[CH:23]=1. The catalyst class is: 21. (2) Reactant: [Cl:1][C:2]1[CH:3]=[CH:4][C:5]2[O:9][C:8]([CH2:10]O)=[C:7]([CH3:12])[C:6]=2[CH:13]=1.P(Br)(Br)[Br:15].CN(C=O)C. Product: [Br:15][CH2:10][C:8]1[O:9][C:5]2[CH:4]=[CH:3][C:2]([Cl:1])=[CH:13][C:6]=2[C:7]=1[CH3:12]. The catalyst class is: 28. (3) Reactant: [CH3:1][O:2][C:3](=[O:21])[CH:4]=[CH:5][C:6]1[CH:11]=[CH:10][C:9]([CH2:12][NH:13]C(OC(C)(C)C)=O)=[CH:8][CH:7]=1.FC(F)(F)C(O)=O. Product: [CH3:1][O:2][C:3](=[O:21])[CH:4]=[CH:5][C:6]1[CH:11]=[CH:10][C:9]([CH2:12][NH2:13])=[CH:8][CH:7]=1. The catalyst class is: 4. (4) Reactant: Cl[C:2]1[N:11]=[C:10]2[C:5]([CH:6]=[C:7]([C:16]([O:18][CH2:19][CH3:20])=[O:17])[C:8]([C:12]([F:15])([F:14])[F:13])=[N:9]2)=[CH:4][C:3]=1F.[CH3:22][S-:23].[Na+]. Product: [CH3:22][S:23][C:2]1[N:11]=[C:10]2[C:5]([CH:6]=[C:7]([C:16]([O:18][CH2:19][CH3:20])=[O:17])[C:8]([C:12]([F:15])([F:14])[F:13])=[N:9]2)=[CH:4][CH:3]=1. The catalyst class is: 115. (5) Reactant: [OH:1][C:2]1[CH:3]=[C:4]2[C:8](=[CH:9][CH:10]=1)[NH:7][CH:6]=[CH:5]2.C([O-])([O-])=O.[K+].[K+].[CH2:17](Br)[CH:18]=[CH2:19]. Product: [CH2:19]([O:1][C:2]1[CH:3]=[C:4]2[C:8](=[CH:9][CH:10]=1)[NH:7][CH:6]=[CH:5]2)[CH:18]=[CH2:17]. The catalyst class is: 21. (6) Reactant: [CH2:1]([O:3][C:4]1[CH:5]=[C:6]2[C:11](=[C:12]3[CH2:16][C:15]([CH3:18])([CH3:17])[O:14][C:13]=13)[C:10]([C:19]1[CH:28]=[CH:27][C:22]([C:23]([O:25]C)=[O:24])=[C:21]([NH:29][CH2:30][C:31]3[CH:40]=[CH:39][C:38]4[C:33](=[CH:34][CH:35]=[CH:36][CH:37]=4)[N:32]=3)[CH:20]=1)=[N:9][C:8]([CH3:42])([CH3:41])[CH2:7]2)[CH3:2].[OH-].[Li+]. Product: [CH2:1]([O:3][C:4]1[CH:5]=[C:6]2[C:11](=[C:12]3[CH2:16][C:15]([CH3:18])([CH3:17])[O:14][C:13]=13)[C:10]([C:19]1[CH:28]=[CH:27][C:22]([C:23]([OH:25])=[O:24])=[C:21]([NH:29][CH2:30][C:31]3[CH:40]=[CH:39][C:38]4[C:33](=[CH:34][CH:35]=[CH:36][CH:37]=4)[N:32]=3)[CH:20]=1)=[N:9][C:8]([CH3:41])([CH3:42])[CH2:7]2)[CH3:2]. The catalyst class is: 5. (7) Reactant: [CH3:1][N:2]([CH3:32])[CH2:3][CH2:4][NH:5][C:6]1[CH:11]=[CH:10][C:9]([NH:12][C:13]([NH:15][C:16]2[CH:21]=[CH:20][C:19]([O:22][C:23]3[CH:28]=[CH:27][CH:26]=[CH:25][CH:24]=3)=[CH:18][CH:17]=2)=[O:14])=[CH:8][C:7]=1[N+:29]([O-])=O.Cl.Cl[CH2:35]Cl. Product: [CH3:1][N:2]([CH3:32])[CH2:3][CH2:4][N:5]1[C:6]2[CH:11]=[CH:10][C:9]([NH:12][C:13]([NH:15][C:16]3[CH:21]=[CH:20][C:19]([O:22][C:23]4[CH:28]=[CH:27][CH:26]=[CH:25][CH:24]=4)=[CH:18][CH:17]=3)=[O:14])=[CH:8][C:7]=2[N:29]=[CH:35]1. The catalyst class is: 183. (8) Reactant: [Br:1][CH2:2][CH2:3][CH2:4][CH2:5][C:6]([OH:8])=[O:7].[CH3:9][C:10]1[N:11]=[C:12]2[C:21]3[NH:20][C@H:19]([C:22]4[CH:27]=[CH:26][CH:25]=[CH:24][CH:23]=4)[C@@H:18](O)[C@H:17]([O:29][CH2:30][CH2:31][O:32][CH3:33])[C:16]=3[CH:15]=[CH:14][N:13]2[C:34]=1[CH3:35].N12CCCN=C1CCCCC2.C(OC(C)C)(C)C. Product: [CH3:9][C:10]1[N:11]=[C:12]2[C:21]3[NH:20][C@H:19]([C:22]4[CH:27]=[CH:26][CH:25]=[CH:24][CH:23]=4)[C@@H:18]([O:7][C:6](=[O:8])[CH2:5][CH2:4][CH2:3][CH2:2][Br:1])[C@H:17]([O:29][CH2:30][CH2:31][O:32][CH3:33])[C:16]=3[CH:15]=[CH:14][N:13]2[C:34]=1[CH3:35]. The catalyst class is: 1. (9) Reactant: C([O:3][C:4]([C:6]1[C:7]([NH:14][C:15]2[N:16]([CH3:21])[N:17]=[C:18]([CH3:20])[CH:19]=2)=[N:8][C:9]([S:12][CH3:13])=[N:10][CH:11]=1)=O)C.[H-].[Al+3].[Li+].[H-].[H-].[H-]. Product: [CH3:21][N:16]1[C:15]([NH:14][C:7]2[C:6]([CH2:4][OH:3])=[CH:11][N:10]=[C:9]([S:12][CH3:13])[N:8]=2)=[CH:19][C:18]([CH3:20])=[N:17]1. The catalyst class is: 1.